This data is from Full USPTO retrosynthesis dataset with 1.9M reactions from patents (1976-2016). The task is: Predict the reactants needed to synthesize the given product. Given the product [Cl:1][C:2]1[CH:7]=[C:6](/[CH:8]=[CH:12]/[N:13]([CH3:16])[CH3:14])[C:5]([N+:9]([O-:11])=[O:10])=[CH:4][N:3]=1, predict the reactants needed to synthesize it. The reactants are: [Cl:1][C:2]1[CH:7]=[C:6]([CH3:8])[C:5]([N+:9]([O-:11])=[O:10])=[CH:4][N:3]=1.[CH3:12][N:13]([CH3:16])[CH:14]=O.